From a dataset of Catalyst prediction with 721,799 reactions and 888 catalyst types from USPTO. Predict which catalyst facilitates the given reaction. (1) Reactant: Cl.CN(C)CCCN=C=NCC.[Cl:13][C:14]1[CH:19]=[CH:18][C:17]([NH:20][C:21]([N:23]2[C@@H:27]([C:28]([OH:30])=O)[CH2:26][O:25][CH2:24]2)=[O:22])=[CH:16][CH:15]=1.[NH2:31][C:32]1[CH:37]=[CH:36][C:35]([N:38]2[CH2:43][CH2:42][O:41][CH2:40][C:39]2=[O:44])=[CH:34][CH:33]=1.C(=O)([O-])O.[Na+]. Product: [Cl:13][C:14]1[CH:15]=[CH:16][C:17]([NH:20][C:21]([N:23]2[C@@H:27]([C:28]([NH:31][C:32]3[CH:33]=[CH:34][C:35]([N:38]4[CH2:43][CH2:42][O:41][CH2:40][C:39]4=[O:44])=[CH:36][CH:37]=3)=[O:30])[CH2:26][O:25][CH2:24]2)=[O:22])=[CH:18][CH:19]=1. The catalyst class is: 9. (2) Reactant: [CH3:1][O:2][C:3]([CH:5]1[CH2:9][C:8](=O)[CH2:7][N:6]1[CH2:11][C:12]1[CH:17]=[CH:16][CH:15]=[CH:14][CH:13]=1)=[O:4].[F:18][C:19]([F:33])([F:32])[C:20]1[CH:21]=[C:22]([CH:25]=[C:26]([C:28]([F:31])([F:30])[F:29])[CH:27]=1)[CH2:23][NH2:24].C(O)(=O)C.[BH-](OC(C)=O)(OC(C)=O)OC(C)=O.[Na+]. Product: [CH3:1][O:2][C:3]([CH:5]1[CH2:9][CH:8]([NH:24][CH2:23][C:22]2[CH:25]=[C:26]([C:28]([F:29])([F:30])[F:31])[CH:27]=[C:20]([C:19]([F:18])([F:32])[F:33])[CH:21]=2)[CH2:7][N:6]1[CH2:11][C:12]1[CH:17]=[CH:16][CH:15]=[CH:14][CH:13]=1)=[O:4]. The catalyst class is: 2. (3) The catalyst class is: 355. Product: [Cl:23][C:21]1[CH:20]=[CH:19][C:18]([O:24][CH2:25][C:26]2[CH:31]=[CH:30][CH:29]=[CH:28][CH:27]=2)=[C:17]([CH2:16][N:12]2[C:13]([CH3:15])=[CH:14][C:10]([N:9]3[CH2:4][CH2:5][CH2:6][C:7]3=[O:8])=[N:11]2)[CH:22]=1. Reactant: [H-].[Na+].Cl[CH2:4][CH2:5][CH2:6][C:7]([NH:9][C:10]1[CH:14]=[C:13]([CH3:15])[N:12]([CH2:16][C:17]2[CH:22]=[C:21]([Cl:23])[CH:20]=[CH:19][C:18]=2[O:24][CH2:25][C:26]2[CH:31]=[CH:30][CH:29]=[CH:28][CH:27]=2)[N:11]=1)=[O:8]. (4) Reactant: [CH3:1][O:2][CH2:3][CH2:4][O:5][CH2:6][C:7]([CH3:13])([CH3:12])[C:8]([O:10]C)=[O:9].[OH-].[K+]. Product: [CH3:1][O:2][CH2:3][CH2:4][O:5][CH2:6][C:7]([CH3:13])([CH3:12])[C:8]([OH:10])=[O:9]. The catalyst class is: 6. (5) Reactant: Cl.[Cl:2][C:3]1[CH:22]=[CH:21][C:6]2[NH:7][C:8]([CH:10]3[CH2:13][N:12](C(OC(C)(C)C)=O)[CH2:11]3)=[N:9][C:5]=2[CH:4]=1.CO. Product: [NH:12]1[CH2:13][CH:10]([C:8]2[NH:7][C:6]3[CH:21]=[CH:22][C:3]([Cl:2])=[CH:4][C:5]=3[N:9]=2)[CH2:11]1. The catalyst class is: 12.